From a dataset of Full USPTO retrosynthesis dataset with 1.9M reactions from patents (1976-2016). Predict the reactants needed to synthesize the given product. Given the product [ClH:1].[O:26]1[C:35]2[CH:34]=[C:33]([CH2:36][NH:3][C@@H:4]3[CH2:9][CH2:8][N:7]([CH2:10][CH2:11][N:12]4[C:21]5[C:16](=[N:17][CH:18]=[C:19]([O:22][CH3:23])[CH:20]=5)[CH:15]=[CH:14][C:13]4=[O:24])[CH2:6][C@@H:5]3[OH:25])[N:32]=[CH:31][C:30]=2[O:29][CH2:28][CH2:27]1, predict the reactants needed to synthesize it. The reactants are: [ClH:1].Cl.[NH2:3][C@@H:4]1[CH2:9][CH2:8][N:7]([CH2:10][CH2:11][N:12]2[C:21]3[C:16](=[N:17][CH:18]=[C:19]([O:22][CH3:23])[CH:20]=3)[CH:15]=[CH:14][C:13]2=[O:24])[CH2:6][C@@H:5]1[OH:25].[O:26]1[C:35]2[CH:34]=[C:33]([CH:36]=O)[N:32]=[CH:31][C:30]=2[O:29][CH2:28][CH2:27]1.C(O[BH-](OC(=O)C)OC(=O)C)(=O)C.[Na+].C(=O)([O-])O.[Na+].